From a dataset of Forward reaction prediction with 1.9M reactions from USPTO patents (1976-2016). Predict the product of the given reaction. (1) Given the reactants Br[C:2]1[CH:22]=[C:21]([F:23])[C:5]([CH2:6][C:7]2[CH:12]=[CH:11][CH:10]=[C:9]([C:13]3[CH:18]=[CH:17][C:16]([F:19])=[CH:15][C:14]=3[F:20])[N:8]=2)=[C:4]([F:24])[CH:3]=1.[CH3:25][N:26](C=O)C, predict the reaction product. The product is: [F:20][C:14]1[CH:15]=[C:16]([F:19])[CH:17]=[CH:18][C:13]=1[C:9]1[N:8]=[C:7]([CH2:6][C:5]2[C:21]([F:23])=[CH:22][C:2]([C:25]#[N:26])=[CH:3][C:4]=2[F:24])[CH:12]=[CH:11][CH:10]=1. (2) The product is: [CH2:14]([O:13][C:11](=[O:12])[CH2:10][S:9][C:2]([CH3:8])([CH3:3])[C:4](=[O:7])[CH2:5][CH3:6])[CH3:15]. Given the reactants Br[C:2]([CH3:8])([C:4](=[O:7])[CH2:5][CH3:6])[CH3:3].[SH:9][CH2:10][C:11]([O:13][CH2:14][CH3:15])=[O:12].C(N(CC)CC)C, predict the reaction product. (3) Given the reactants [CH3:1][O:2][C@H:3]1[C@H:7]([O:8][C:9]2[CH:10]=[CH:11][CH:12]=[C:13]3[C:18]=2[N:17]=[C:16]([C:19]2[N:23]4[CH:24]=[CH:25][C:26]([O:28][CH2:29][CH2:30][O:31][CH3:32])=[CH:27][C:22]4=[N:21][CH:20]=2)[CH:15]=[CH:14]3)[CH2:6][N:5](C(OCC2C=CC3C(=CC=CC=3)C=2)=O)[CH2:4]1.Cl.C1COCC1.C([O-])(O)=O.[Na+], predict the reaction product. The product is: [CH3:32][O:31][CH2:30][CH2:29][O:28][C:26]1[CH:25]=[CH:24][N:23]2[C:19]([C:16]3[CH:15]=[CH:14][C:13]4[C:18](=[C:9]([O:8][C@H:7]5[C@H:3]([O:2][CH3:1])[CH2:4][NH:5][CH2:6]5)[CH:10]=[CH:11][CH:12]=4)[N:17]=3)=[CH:20][N:21]=[C:22]2[CH:27]=1. (4) Given the reactants [H-].[H-].[H-].[H-].[Li+].[Al+3].C([C@H]1COC(=O)N1[C:20](=[O:35])[C@@H:21]([CH3:34])[CH2:22][CH2:23][CH2:24][CH2:25][O:26][CH2:27][C:28]1[CH:33]=[CH:32][CH:31]=[CH:30][CH:29]=1)C1C=CC=CC=1, predict the reaction product. The product is: [CH2:27]([O:26][CH2:25][CH2:24][CH2:23][CH2:22][C@H:21]([CH3:34])[CH2:20][OH:35])[C:28]1[CH:33]=[CH:32][CH:31]=[CH:30][CH:29]=1. (5) The product is: [C:17]([O:21][C:22](=[O:33])[NH:23][CH:24]([C:26]1[CH:27]=[CH:28][C:29]([N:13]2[CH2:12][CH:11]([O:10][C:9]3[CH:15]=[CH:16][C:6]([O:5][CH2:4][CH:1]4[CH2:2][CH2:3]4)=[CH:7][CH:8]=3)[CH2:14]2)=[CH:30][CH:31]=1)[CH3:25])([CH3:18])([CH3:19])[CH3:20]. Given the reactants [CH:1]1([CH2:4][O:5][C:6]2[CH:16]=[CH:15][C:9]([O:10][CH:11]3[CH2:14][NH:13][CH2:12]3)=[CH:8][CH:7]=2)[CH2:3][CH2:2]1.[C:17]([O:21][C:22](=[O:33])[NH:23][C@H:24]([C:26]1[CH:31]=[CH:30][C:29](Br)=[CH:28][CH:27]=1)[CH3:25])([CH3:20])([CH3:19])[CH3:18].CC([O-])(C)C.[Na+].C(P(C(C)(C)C)C1C=CC=CC=1C1C=CC=CC=1)(C)(C)C, predict the reaction product. (6) Given the reactants [CH2:1]([C:5]1[CH:10]=[CH:9][C:8]([C:11]#[C:12][C:13]2[CH:26]=[CH:25][C:16]([CH2:17][NH:18][CH2:19][CH2:20][CH2:21][CH2:22][CH2:23][CH3:24])=[CH:15][CH:14]=2)=[CH:7][CH:6]=1)[CH2:2][CH2:3][CH3:4].[CH3:27][C:28]1([CH3:42])[O:33][C:32]2[CH:34]=[CH:35][C:36]([C:38]([OH:40])=O)=[CH:37][C:31]=2[C:30](=[O:41])[O:29]1.CCN=C=NCCCN(C)C.Cl.C1C=CC2N(O)N=NC=2C=1.CCN(C(C)C)C(C)C, predict the reaction product. The product is: [CH2:1]([C:5]1[CH:10]=[CH:9][C:8]([C:11]#[C:12][C:13]2[CH:26]=[CH:25][C:16]([CH2:17][N:18]([CH2:19][CH2:20][CH2:21][CH2:22][CH2:23][CH3:24])[C:38]([C:36]3[CH:35]=[CH:34][C:32]4[O:33][C:28]([CH3:27])([CH3:42])[O:29][C:30](=[O:41])[C:31]=4[CH:37]=3)=[O:40])=[CH:15][CH:14]=2)=[CH:7][CH:6]=1)[CH2:2][CH2:3][CH3:4]. (7) Given the reactants [OH-].[Na+].Cl[CH2:4][CH2:5][C:6]([C:8]1[CH:13]=[CH:12][C:11]([OH:14])=[CH:10][C:9]=1[OH:15])=[O:7], predict the reaction product. The product is: [OH:14][C:11]1[CH:10]=[C:9]2[C:8]([C:6](=[O:7])[CH2:5][CH2:4][O:15]2)=[CH:13][CH:12]=1.